Dataset: Drug-target binding data from BindingDB using IC50 measurements. Task: Regression. Given a target protein amino acid sequence and a drug SMILES string, predict the binding affinity score between them. We predict pIC50 (pIC50 = -log10(IC50 in M); higher means more potent). Dataset: bindingdb_ic50. (1) The compound is Cc1cc2ccc3[nH]cc4c3c2n1[C@@H](C(C)C)C(=O)N[C@H](CO)C4. The target protein (P63319) has sequence MAGLGPGGGDSEGGPRPLFCRKGALRQKVVHEVKSHKFTARFFKQPTFCSHCTDFIWGIGKQGLQCQVCSFVVHRRCHEFVTFECPGAGKGPQTDDPRNKHKFRLHSYSSPTFCDHCGSLLYGLVHQGMKCSCCEMNVHRRCVRSVPSLCGVDHTERRGRLQLEIRAPTSDEIHITVGEARNLIPMDPNGLSDPYVKLKLIPDPRNLTKQKTKTVKATLNPVWNETFVFNLKPGDVERRLSVEVWDWDRTSRNDFMGAMSFGVSELLKAPVDGWYKLLNQEEGEYYNVPVADADNCSLLQKFEACNYPLELYERVRMGPSSSPIPSPSPSPTDSKRCFFGASPGRLHISDFSFLMVLGKGSFGKVMLAERRGSDELYAIKILKKDVIVQDDDVDCTLVEKRVLALGGRGPGGRPHFLTQLHSTFQTPDRLYFVMEYVTGGDLMYHIQQLGKFKEPHAAFYAAEIAIGLFFLHNQGIIYRDLKLDNVMLDAEGHIKITDFG.... The pIC50 is 5.0. (2) The small molecule is Cl[Au](Cl)Cl. The target protein (Q94715) has sequence MKQFLTAAIVTLLMTAGYYHLQEDDTNDFERWALKNNKFYTESEKLYRMEIYNSNKRMIEEHNQREDVTYQMGENQFMTLSHEEFVDLYLQKSDSSVNIMGASLPEVQLEGLGAVDWRNYTTVKEQGQCASGWAFSVSNSLEAWYAIRGFQKINASTQQIVDCDYNNTGCSGGYNAYAMEYVLRVGLVSSTNYPYVAKNQTCKQSRNGTYFINGYSFVGGSQSNLQYYLNNYPISVGVEASNWQFYRSGLFSNCSSNGTNHYALAVGFDSANNWIVQNSWGTQWGESGNIRLYPQNTCGILNYPYQVY. The pIC50 is 4.4. (3) The small molecule is Cc1nc(CN(c2ccccc2)C2CCN(C3(C)CCN(C(=O)c4c(C)cc[n+]([O-])c4C)CC3)CC2)cs1. The target protein (P61814) has sequence MDYQVSSPTYDIDYYTSEPCQKINVKQIAARLLPPLYSLVFIFGFVGNILVVLILINCKRLKSMTDIYLLNLAISDLLFLLTVPFWAHYAAAQWDFGNTMCQLLTGLYFIGFFSGIFFIILLTIDRYLAIVHAVFALKARTVTFGVVTSVITWVVAVFASLPGIIFTRSQREGLHYTCSSHFPYSQYQFWKNFQTLKMVILGLVLPLLVMVICYSGILKTLLRCRNEKKRHRAVRLIFTIMIVYFLFWAPYNIVLLLNTFQEFFGLNNCSSSNRLDQAMQVTETLGMTHCCINPIIYAFVGEKFRNYLLVFFQKHIAKRFCKCCSIFQQEAPERASSVYTRSTGEQEISVGL. The pIC50 is 7.0. (4) The small molecule is O=C(NO)[C@]1(F)[C@H](c2ccccc2)[C@H]1c1ccc(-c2cnc(C3CC3)o2)cc1. The target protein sequence is TKPRFTTGLVYDTLMLKHQCTCGSSSSHPEHAGRIQSIWSRLQETGLRGKCECIRGRKATLEELQTVHSEAHTLLYGTNPLNGSGSDSKKLLGSLASVFVRLPCGGVGVDSDTIWNEVHSAGAARLAVGCVVELVFKVATGELKNGFAVVRPPGHHAEESTPMGFCYFNSVAVAAKLLQQRLSVSKILIVDWDVHHGNGTQQAFYSDPSVLYMSLHRYDDGNFFPGSGAPDEVGTGPGVGFNVNMAFTGGLDPPMGDAEYLAAFRTVVMPIASEFAPDVVLVSSGFDAVEGHPTPLGGYNLSARCFGYLTKQLMGLAGGRIVLALEGGHDLTAICDASEACVSALLGNELDPLPEKVLQQRPNANAVRSMEKVMEIHSKYWRCLQRTTSTAGRSLIEAQTCENEEAETVT. The pIC50 is 7.7. (5) The compound is O=C1Nc2cc(Nc3cccc(NC(=O)c4cccc(C(F)(F)F)c4)c3)ccc2/C1=C/c1ccc[nH]1. The target protein (Q9WTU6) has sequence MSDSKSDGQFYSVQVADSTFTVLKRYQQLKPIGSGAQGIVCAAFDTVLGINVAVKKLSRPFQNQTHAKRAYRELVLLKCVNHKNIISLLNVFTPQKTLEEFQDVYLVMELMDANLCQVIHMELDHERMSYLLYQMLCGIKHLHSAGIIHRDLKPSNIVVKSDCTLKILDFGLARTACTNFMMTPYVVTRYYRAPEVILGMGYKENVDIWSVGCIMAEMVLHKVLFPGRDYIDQWNKVIEQLGTPSAEFMKKLQPTVRNYVENRPKYPGIKFEELFPDWIFPSESERDKIKTSQARDLLSKMLVIDPDKRISVDEALRHPYITVWYDPAEAEAPPPQIYDAQLEEREHAIEEWKELIYKEVMDWEERSKNGVKDQPSDAAVSSKATPSQSSSINDISSMSTEHTLASDTDSSLDASTGPLEGCR. The pIC50 is 5.5. (6) The small molecule is Nc1ccc(C(=O)/C=C/c2ccc(O)c(O)c2)cc1. The target protein (P16098) has sequence MEVNVKGNYVQVYVMLPLDAVSVNNRFEKGDELRAQLRKLVEAGVDGVMVDVWWGLVEGKGPKAYDWSAYKQLFELVQKAGLKLQAIMSFHQCGGNVGDAVNIPIPQWVRDVGTRDPDIFYTDGHGTRNIEYLTLGVDNQPLFHGRSAVQMYADYMTSFRENMKDFLDAGVIVDIEVGLGPAGEMRYPSYPQSHGWSFPGIGEFICYDKYLQADFKAAAAAVGHPEWEFPNDVGQYNDTPERTQFFRDNGTYLSEKGRFFLAWYSNNLIKHGDRILDEANKVFLGYKVQLAIKISGIHWWYKVPSHAAELTAGYYNLHDRDGYRTIARMLKRHRASINFTCAEMRDLEQSSQAMSAPEELVQQVLSAGWREGLNVACENALPRYDPTAYNTILRNARPHGINQSGPPEHKLFGFTYLRLSNQLVEGQNYVNFKTFVDRMHANLPRDPYVDPMAPLPRSGPEISIEMILQAAQPKLQPFPFQEHTDLPVGPTGGMGGQAEG.... The pIC50 is 3.9.